From a dataset of Full USPTO retrosynthesis dataset with 1.9M reactions from patents (1976-2016). Predict the reactants needed to synthesize the given product. (1) Given the product [CH3:23][O:22][C:15]1[CH:16]=[C:17]([O:20][CH3:21])[CH:18]=[CH:19][C:14]=1[CH2:13][NH:12][S:9]([CH:8]([C:5]1[CH:4]=[CH:3][C:2]([Br:1])=[CH:7][CH:6]=1)[C:27]([OH:28])([CH3:29])[CH3:26])(=[O:10])=[O:11], predict the reactants needed to synthesize it. The reactants are: [Br:1][C:2]1[CH:7]=[CH:6][C:5]([CH2:8][S:9]([NH:12][CH2:13][C:14]2[CH:19]=[CH:18][C:17]([O:20][CH3:21])=[CH:16][C:15]=2[O:22][CH3:23])(=[O:11])=[O:10])=[CH:4][CH:3]=1.C[Li].[CH3:26][C:27]([CH3:29])=[O:28].FC(F)(F)C(O)=O. (2) Given the product [C:1]([C:3]1[C:26](=[O:27])[C@@H:25]([CH3:28])[C@@H:6]2[CH2:7][CH2:8][C:9]3[CH:10]=[N:11][C:12]([C:15]4[CH:16]=[CH:17][C:18]([C:21]([O:23][CH3:24])=[O:22])=[CH:19][CH:20]=4)=[N:13][C:14]=3[C@@:5]2([C:29]2[CH:30]=[C:31]([CH:36]=[CH:37][CH:38]=2)[C:32]([O:34][CH3:35])=[O:33])[CH:4]=1)#[N:2], predict the reactants needed to synthesize it. The reactants are: [C:1]([CH:3]1[C:26](=[O:27])[C@@H:25]([CH3:28])[C@@H:6]2[CH2:7][CH2:8][C:9]3[CH:10]=[N:11][C:12]([C:15]4[CH:20]=[CH:19][C:18]([C:21]([O:23][CH3:24])=[O:22])=[CH:17][CH:16]=4)=[N:13][C:14]=3[C@@:5]2([C:29]2[CH:30]=[C:31]([CH:36]=[CH:37][CH:38]=2)[C:32]([O:34][CH3:35])=[O:33])[CH2:4]1)#[N:2].BrN1C(C)(C)C(=O)N(Br)C1=O.N1C=CC=CC=1. (3) Given the product [CH3:19][N:15]1[C:9]2[CH:8]=[CH:7][C:6]([N+:3]([O-:5])=[O:4])=[CH:17][C:10]=2[CH2:11][CH2:12][CH2:13][C:14]1=[O:16], predict the reactants needed to synthesize it. The reactants are: [H-].[Na+].[N+:3]([C:6]1[CH:7]=[CH:8][C:9]2[NH:15][C:14](=[O:16])[CH2:13][CH2:12][CH2:11][C:10]=2[CH:17]=1)([O-:5])=[O:4].I[CH3:19].